Predict the reaction yield, written as a fraction of the theoretical maximum amount of product (1.0 means a 100% yield; for example, 0.34 means a 34% yield). From a dataset of Reaction yield outcomes from USPTO patents with 853,638 reactions. (1) The reactants are [NH2:1][C:2]1[S:3][C:4]2[C:10]([N:11]3[CH2:16][CH2:15][O:14][CH2:13][CH2:12]3)=[CH:9][CH:8]=[C:7]([O:17][CH3:18])[C:5]=2[N:6]=1.C(N(C(C)C)C(C)C)C.[O:28]1[CH2:33][CH2:32][CH:31]([C:34](Cl)=[O:35])[CH2:30][CH2:29]1. The catalyst is CO. The product is [CH3:18][O:17][C:7]1[C:5]2[N:6]=[C:2]([NH:1][C:34]([CH:31]3[CH2:32][CH2:33][O:28][CH2:29][CH2:30]3)=[O:35])[S:3][C:4]=2[C:10]([N:11]2[CH2:16][CH2:15][O:14][CH2:13][CH2:12]2)=[CH:9][CH:8]=1. The yield is 0.760. (2) The reactants are [Br:1][C:2]1[C:11]([CH2:12]O)=[C:10]2[C:5]([NH:6][C:7]([CH3:17])([CH3:16])[C:8](=[O:15])[N:9]2[CH3:14])=[CH:4][CH:3]=1.C(N(CC)CC)C.CS([Cl:29])(=O)=O.C(OCC)(=O)C. The catalyst is ClCCl.O. The product is [Br:1][C:2]1[C:11]([CH2:12][Cl:29])=[C:10]2[C:5]([NH:6][C:7]([CH3:17])([CH3:16])[C:8](=[O:15])[N:9]2[CH3:14])=[CH:4][CH:3]=1. The yield is 0.720. (3) The catalyst is O1CCCC1.CC(C)=O.O=[Mn]=O. The product is [Br:1][C:2]1[CH:7]=[CH:6][C:5]([NH:8][C:9]2[C:10]([CH:19]=[O:20])=[CH:11][C:12]3[NH:16][CH:15]=[N:14][C:13]=3[C:17]=2[F:18])=[C:4]([Cl:21])[CH:3]=1. The yield is 0.850. The reactants are [Br:1][C:2]1[CH:7]=[CH:6][C:5]([NH:8][C:9]2[C:10]([CH2:19][OH:20])=[CH:11][C:12]3[NH:16][CH:15]=[N:14][C:13]=3[C:17]=2[F:18])=[C:4]([Cl:21])[CH:3]=1.